This data is from Reaction yield outcomes from USPTO patents with 853,638 reactions. The task is: Predict the reaction yield, written as a fraction of the theoretical maximum amount of product (1.0 means a 100% yield; for example, 0.34 means a 34% yield). (1) The product is [ClH:1].[Cl:1][C:2]1[CH:3]=[C:4]([N:9]2[C:13](=[O:14])[C@@:12]3([C@H:15]([C:16]4[CH:17]=[CH:18][C:19]([C:20]#[N:21])=[CH:22][CH:23]=4)[CH2:33][NH:32][CH2:31]3)[N:11]([CH3:24])[C:10]2=[O:25])[CH:5]=[C:6]([Cl:8])[CH:7]=1. The catalyst is CN1CCCC1=O.C1(C)C=CC=CC=1. The reactants are [Cl:1][C:2]1[CH:3]=[C:4]([N:9]2[C:13](=[O:14])/[C:12](=[CH:15]\[C:16]3[CH:23]=[CH:22][C:19]([C:20]#[N:21])=[CH:18][CH:17]=3)/[N:11]([CH3:24])[C:10]2=[O:25])[CH:5]=[C:6]([Cl:8])[CH:7]=1.NCC(O)=O.[CH2:31]1N2CN3CN(C2)[CH2:33][N:32]1C3.Cl. The yield is 0.900. (2) The reactants are Cl.[S:2]1[C:6]([NH2:7])=[N:5][CH:4]=[N:3]1.[O:8]=[C:9]1[CH2:14][N:13]([C:15](=[O:20])[C:16]([F:19])([F:18])[F:17])[CH2:12][CH2:11][N:10]1[C:21]1[CH:26]=[CH:25][C:24]([S:27](Cl)(=[O:29])=[O:28])=[CH:23][CH:22]=1. The catalyst is N1C=CC=CC=1. The product is [O:8]=[C:9]1[CH2:14][N:13]([C:15](=[O:20])[C:16]([F:18])([F:17])[F:19])[CH2:12][CH2:11][N:10]1[C:21]1[CH:22]=[CH:23][C:24]([S:27]([NH:7][C:6]2[S:2][N:3]=[CH:4][N:5]=2)(=[O:29])=[O:28])=[CH:25][CH:26]=1. The yield is 0.480. (3) The reactants are [Br:1][C:2]1[CH:9]=[CH:8][C:5]([CH:6]=O)=[CH:4][CH:3]=1.[C:10]([NH:13][CH2:14][C:15]([OH:17])=[O:16])(=O)[CH3:11].C([O-])(=O)C.[Na+].C(OC(=O)C)(=O)C. No catalyst specified. The product is [Br:1][C:2]1[CH:9]=[CH:8][C:5]([CH:6]=[C:14]2[C:15](=[O:16])[O:17][C:10]([CH3:11])=[N:13]2)=[CH:4][CH:3]=1. The yield is 0.640. (4) The reactants are [Cl:1][C:2]1[C:7]2[N:8]=[C:9]([CH:14]3[CH2:19][CH2:18][CH2:17][CH2:16][CH2:15]3)[NH:10][S:11](=[O:13])(=[O:12])[C:6]=2[C:5](I)=[CH:4][CH:3]=1.[CH3:21][O:22][C:23]1[CH:28]=[CH:27][CH:26]=[CH:25][C:24]=1B(O)O.C([O-])([O-])=O.[Na+].[Na+]. The catalyst is COCCOC.Cl[Pd](Cl)([P](C1C=CC=CC=1)(C1C=CC=CC=1)C1C=CC=CC=1)[P](C1C=CC=CC=1)(C1C=CC=CC=1)C1C=CC=CC=1. The product is [Cl:1][C:2]1[C:7]2[N:8]=[C:9]([CH:14]3[CH2:19][CH2:18][CH2:17][CH2:16][CH2:15]3)[NH:10][S:11](=[O:13])(=[O:12])[C:6]=2[C:5]([C:24]2[CH:25]=[CH:26][CH:27]=[CH:28][C:23]=2[O:22][CH3:21])=[CH:4][CH:3]=1. The yield is 0.730. (5) The reactants are [Cl:1][C:2]1[C:7]([N+:8]([O-])=O)=[C:6]([OH:11])[C:5]([O:12][CH2:13][CH2:14][CH2:15][C:16]2[CH:21]=[CH:20][CH:19]=[CH:18][CH:17]=2)=[C:4]([O:22][CH2:23][CH2:24][Cl:25])[C:3]=1[C:26](=[O:28])[CH3:27].O.O.Cl[Sn]Cl.[CH3:34][CH2:35]O. No catalyst specified. The product is [C:26]([C:3]1[C:4]([O:22][CH2:23][CH2:24][Cl:25])=[C:5]([O:12][CH2:13][CH2:14][CH2:15][C:16]2[CH:21]=[CH:20][CH:19]=[CH:18][CH:17]=2)[C:6]2[O:11][C:34]([CH3:35])=[N:8][C:7]=2[C:2]=1[Cl:1])(=[O:28])[CH3:27]. The yield is 0.640. (6) The reactants are [C:1]([NH:4][CH2:5][CH2:6][CH:7]1[C:15]2[C:10](=[CH:11][CH:12]=[C:13]([NH:17][C:18]([CH:20]3[CH2:22][CH2:21]3)=[O:19])[C:14]=2O)[CH2:9][CH2:8]1)(=[O:3])[CH3:2].C1(C)C=CC(S([O-])(=O)=O)=CC=1.[NH+]1C=CC=CC=1. The catalyst is C1(C)C(C)=CC=CC=1. The product is [CH:20]1([C:18]2[O:19][C:14]3[C:15]4[CH:7]([CH2:6][CH2:5][NH:4][C:1](=[O:3])[CH3:2])[CH2:8][CH2:9][C:10]=4[CH:11]=[CH:12][C:13]=3[N:17]=2)[CH2:22][CH2:21]1. The yield is 0.700.